Task: Predict the product of the given reaction.. Dataset: Forward reaction prediction with 1.9M reactions from USPTO patents (1976-2016) (1) Given the reactants [CH2:1]([O:3][P:4]([C:17]1[CH:22]=[CH:21][CH:20]=[CH:19][CH:18]=1)(=[O:16])[O:5][C:6]1[CH:7]=[C:8]2[C:12](=[CH:13][CH:14]=1)[NH:11][N:10]=[C:9]2[I:15])[CH3:2].[C:23](O[C:23]([O:25][C:26]([CH3:29])([CH3:28])[CH3:27])=[O:24])([O:25][C:26]([CH3:29])([CH3:28])[CH3:27])=[O:24].CN(C1C=CC=CN=1)C, predict the reaction product. The product is: [C:26]([O:25][C:23]([N:11]1[C:12]2[C:8](=[CH:7][C:6]([O:5][P:4]([O:3][CH2:1][CH3:2])([C:17]3[CH:22]=[CH:21][CH:20]=[CH:19][CH:18]=3)=[O:16])=[CH:14][CH:13]=2)[C:9]([I:15])=[N:10]1)=[O:24])([CH3:29])([CH3:28])[CH3:27]. (2) Given the reactants [NH2:1][C:2]1[N:7]=[CH:6][C:5]([C:8]2[CH:16]=[CH:15][C:11]([C:12](O)=[O:13])=[CH:10][CH:9]=2)=[CH:4][C:3]=1[C:17](=[O:25])[NH:18][C:19]1[CH:24]=[CH:23][N:22]=[CH:21][CH:20]=1.[CH3:26][O:27][CH2:28][CH2:29][NH:30][CH3:31].CN(C(ON1N=NC2C=CC=NC1=2)=[N+](C)C)C.F[P-](F)(F)(F)(F)F.CN1CCOCC1, predict the reaction product. The product is: [NH2:1][C:2]1[N:7]=[CH:6][C:5]([C:8]2[CH:9]=[CH:10][C:11]([C:12](=[O:13])[N:30]([CH2:29][CH2:28][O:27][CH3:26])[CH3:31])=[CH:15][CH:16]=2)=[CH:4][C:3]=1[C:17]([NH:18][C:19]1[CH:20]=[CH:21][N:22]=[CH:23][CH:24]=1)=[O:25].